From a dataset of Forward reaction prediction with 1.9M reactions from USPTO patents (1976-2016). Predict the product of the given reaction. Given the reactants CC1(C)C(C)(C)OB([C:9]2[CH:14]=[CH:13][C:12]([C@@H:15]([CH3:25])[CH2:16][NH:17][C:18](=[O:24])[O:19][C:20]([CH3:23])([CH3:22])[CH3:21])=[CH:11][CH:10]=2)O1.Br[C:28]1[C:29]2[C:30]3[CH:52]=[C:51]([CH3:53])[S:50][C:31]=3[C:32](=[O:49])[N:33]([CH2:41][O:42][CH2:43][CH2:44][Si:45]([CH3:48])([CH3:47])[CH3:46])[C:34]=2[C:35]([CH3:40])=[CH:36][C:37]=1[O:38][CH3:39], predict the reaction product. The product is: [CH3:39][O:38][C:37]1[CH:36]=[C:35]([CH3:40])[C:34]2[N:33]([CH2:41][O:42][CH2:43][CH2:44][Si:45]([CH3:46])([CH3:47])[CH3:48])[C:32](=[O:49])[C:31]3[S:50][C:51]([CH3:53])=[CH:52][C:30]=3[C:29]=2[C:28]=1[C:9]1[CH:10]=[CH:11][C:12]([C@@H:15]([CH3:25])[CH2:16][NH:17][C:18](=[O:24])[O:19][C:20]([CH3:21])([CH3:22])[CH3:23])=[CH:13][CH:14]=1.